Task: Predict the reaction yield, written as a fraction of the theoretical maximum amount of product (1.0 means a 100% yield; for example, 0.34 means a 34% yield).. Dataset: Reaction yield outcomes from USPTO patents with 853,638 reactions (1) The catalyst is C(Cl)(Cl)Cl. The product is [Cl:13][C:14]1[CH:19]=[CH:18][N:17]=[C:16]2[CH:20]=[C:21]([C:23]([O:1]/[N:2]=[C:3](\[NH2:5])/[CH3:4])=[O:24])[S:22][C:15]=12. The yield is 0.460. The reactants are [OH:1][N:2]=[C:3]([NH2:5])[CH3:4].C(N(CC)CC)C.[Cl:13][C:14]1[CH:19]=[CH:18][N:17]=[C:16]2[CH:20]=[C:21]([C:23](Cl)=[O:24])[S:22][C:15]=12. (2) The reactants are [CH3:1][C:2]1[N:7]=[CH:6][N:5]=[C:4]([NH2:8])[CH:3]=1.Br[C:10]1[C:11](=[O:18])[N:12]([CH3:17])[CH:13]=[C:14]([Br:16])[CH:15]=1.CC1(C)C2C(=C(P(C3C=CC=CC=3)C3C=CC=CC=3)C=CC=2)OC2C(P(C3C=CC=CC=3)C3C=CC=CC=3)=CC=CC1=2.C([O-])([O-])=O.[Cs+].[Cs+]. The catalyst is C1C=CC(/C=C/C(/C=C/C2C=CC=CC=2)=O)=CC=1.C1C=CC(/C=C/C(/C=C/C2C=CC=CC=2)=O)=CC=1.C1C=CC(/C=C/C(/C=C/C2C=CC=CC=2)=O)=CC=1.[Pd].[Pd].O1CCOCC1. The product is [Br:16][C:14]1[CH:15]=[C:10]([NH:8][C:4]2[CH:3]=[C:2]([CH3:1])[N:7]=[CH:6][N:5]=2)[C:11](=[O:18])[N:12]([CH3:17])[CH:13]=1. The yield is 0.360.